Task: Predict the reaction yield, written as a fraction of the theoretical maximum amount of product (1.0 means a 100% yield; for example, 0.34 means a 34% yield).. Dataset: Reaction yield outcomes from USPTO patents with 853,638 reactions (1) The reactants are [Cl:1][C:2]1[CH:7]=[C:6]([CH2:8][C:9]2[C:14](=[O:15])[NH:13][C:12]([CH3:16])=[N:11][C:10]=2[CH2:17][CH2:18][CH3:19])[CH:5]=[CH:4][C:3]=1[C:20]1[C:21]([C:26]#[N:27])=[CH:22][CH:23]=[CH:24][CH:25]=1.[CH:28]([O:31][C:32]1[CH:37]=[CH:36][C:35](B(O)O)=[CH:34][CH:33]=1)([CH3:30])[CH3:29].C([N:43](CC)CC)C.N1C=CC=CC=1.[C:54]([O:57]CC)(=[O:56])C. The catalyst is ClCCl.C([O-])(=O)C.[Cu+2].C([O-])(=O)C. The product is [Cl:1][C:2]1[CH:7]=[C:6]([CH2:8][C:9]2[C:14](=[O:15])[N:13]([C:35]3[CH:36]=[CH:37][C:32]([O:31][CH:28]([CH3:30])[CH3:29])=[CH:33][CH:34]=3)[C:12]([CH3:16])=[N:11][C:10]=2[CH2:17][CH2:18][CH3:19])[CH:5]=[CH:4][C:3]=1[C:20]1[CH:25]=[CH:24][CH:23]=[CH:22][C:21]=1[C:26]1[NH:43][C:54](=[O:56])[O:57][N:27]=1. The yield is 0.780. (2) The reactants are C([O:4][C@@H:5]1[C@H:9]([O:10]C(=O)C)[C@@:8]([CH3:24])([CH2:14][O:15]C(=O)C2C=CC=CC=2)[O:7][C@H:6]1[N:25]1[CH:33]=[N:32][C:31]2[C:26]1=[N:27][CH:28]=[N:29][C:30]=2[NH2:34])(=O)C. The catalyst is N. The product is [CH3:24][C@:8]1([CH2:14][OH:15])[O:7][C@@H:6]([N:25]2[CH:33]=[N:32][C:31]3[C:26]2=[N:27][CH:28]=[N:29][C:30]=3[NH2:34])[C@H:5]([OH:4])[C@@H:9]1[OH:10]. The yield is 0.950. (3) The reactants are [Cl:1][C:2]1[CH:7]=[CH:6][C:5]([O:8][C:9]([F:12])([F:11])[F:10])=[CH:4][CH:3]=1.[Cl:13][S:14](O)(=[O:16])=[O:15]. No catalyst specified. The product is [Cl:1][C:2]1[CH:3]=[CH:4][C:5]([O:8][C:9]([F:10])([F:11])[F:12])=[C:6]([S:14]([Cl:13])(=[O:16])=[O:15])[CH:7]=1. The yield is 0.530. (4) The reactants are [Cl:1][C:2]1[CH:3]=[C:4]([CH:8]=[CH:9][C:10]=1[C:11]1[CH:20]=[CH:19][C:18]2[C:13](=[CH:14][CH:15]=[C:16]([OH:21])[CH:17]=2)[N:12]=1)[C:5]([NH2:7])=O.C(OC(C(F)(F)F)=O)(C(F)(F)F)=O.CCN(CC)CC. The catalyst is C(Cl)Cl.O. The product is [Cl:1][C:2]1[CH:3]=[C:4]([CH:8]=[CH:9][C:10]=1[C:11]1[CH:20]=[CH:19][C:18]2[C:13](=[CH:14][CH:15]=[C:16]([OH:21])[CH:17]=2)[N:12]=1)[C:5]#[N:7]. The yield is 0.670. (5) The reactants are [N:1]1([C:9]([O:11][C:12]([CH3:15])([CH3:14])[CH3:13])=[O:10])[CH2:5][CH2:4][C@H:3]2[CH2:6][NH:7][CH2:8][C@@H:2]12.Br[C:17]1[CH:18]=[N:19][CH:20]=[C:21]([O:23][CH3:24])[CH:22]=1.CC(C)([O-])C.[Na+].C(OCC)C. The catalyst is C1(C)C=CC=CC=1.C1C=CC(/C=C/C(/C=C/C2C=CC=CC=2)=O)=CC=1.C1C=CC(/C=C/C(/C=C/C2C=CC=CC=2)=O)=CC=1.C1C=CC(/C=C/C(/C=C/C2C=CC=CC=2)=O)=CC=1.[Pd].[Pd].C1(P(C2C=CC=CC=2)C2C=CC3C(=CC=CC=3)C=2C2C3C(=CC=CC=3)C=CC=2P(C2C=CC=CC=2)C2C=CC=CC=2)C=CC=CC=1. The product is [CH3:24][O:23][C:21]1[CH:22]=[C:17]([N:7]2[CH2:6][C@H:3]3[C@H:2]([N:1]([C:9]([O:11][C:12]([CH3:15])([CH3:14])[CH3:13])=[O:10])[CH2:5][CH2:4]3)[CH2:8]2)[CH:18]=[N:19][CH:20]=1. The yield is 0.570.